This data is from Full USPTO retrosynthesis dataset with 1.9M reactions from patents (1976-2016). The task is: Predict the reactants needed to synthesize the given product. (1) Given the product [OH:5][C:6]1[CH:11]=[CH:10][C:9]([N+:1]([O-:4])=[O:2])=[CH:8][C:7]=1[C:12](=[O:16])[CH:13]([CH3:14])[CH3:15].[OH:5][C:6]1[C:11]([N+:1]([O-:3])=[O:2])=[CH:10][CH:9]=[CH:8][C:7]=1[C:12](=[O:16])[CH:13]([CH3:14])[CH3:15], predict the reactants needed to synthesize it. The reactants are: [N+:1]([O-:4])([OH:3])=[O:2].[OH:5][C:6]1[CH:11]=[CH:10][CH:9]=[CH:8][C:7]=1[C:12](=[O:16])[CH:13]([CH3:15])[CH3:14].CCCCCCC.C(OCC)(=O)C. (2) Given the product [Cl:1][C:2]1[CH:7]=[CH:6][C:5]([NH:8][C:23](=[O:24])[C:22]2[CH:26]=[CH:27][CH:28]=[CH:29][C:21]=2[C:20]([F:19])([F:30])[F:31])=[CH:4][C:3]=1[C:9]1[O:10][C:11]2[CH:17]=[CH:16][CH:15]=[C:14]([CH3:18])[C:12]=2[N:13]=1, predict the reactants needed to synthesize it. The reactants are: [Cl:1][C:2]1[CH:7]=[CH:6][C:5]([NH2:8])=[CH:4][C:3]=1[C:9]1[O:10][C:11]2[CH:17]=[CH:16][CH:15]=[C:14]([CH3:18])[C:12]=2[N:13]=1.[F:19][C:20]([F:31])([F:30])[C:21]1[CH:29]=[CH:28][CH:27]=[CH:26][C:22]=1[C:23](Cl)=[O:24]. (3) Given the product [O:24]1[CH2:25][CH2:26][CH2:27][O:28][CH:23]1[C:20]1[N:21]=[CH:22][C:17]([C:9]2[S:10][C:3]3[C:4](=[N:5][CH:6]=[CH:7][C:2]=3[Cl:1])[CH:8]=2)=[CH:18][CH:19]=1, predict the reactants needed to synthesize it. The reactants are: [Cl:1][C:2]1[CH:7]=[CH:6][N:5]=[C:4]2[CH:8]=[CH:9][S:10][C:3]=12.[Li]CCCC.Br[C:17]1[CH:18]=[CH:19][C:20]([CH:23]2[O:28][CH2:27][CH2:26][CH2:25][O:24]2)=[N:21][CH:22]=1. (4) Given the product [NH2:7][C:8]1[N:9]=[CH:10][C:11]([C:26]2[CH:36]=[CH:35][C:29]([C:30]([N:32]([CH3:34])[CH3:33])=[O:31])=[CH:28][CH:27]=2)=[N:12][C:13]=1[C:14]1[O:15][C:16]([C:19]2[CH:24]=[CH:23][CH:22]=[CH:21][C:20]=2[O:25][CH2:38][CH3:39])=[N:17][N:18]=1, predict the reactants needed to synthesize it. The reactants are: C(=O)([O-])[O-].[K+].[K+].[NH2:7][C:8]1[N:9]=[CH:10][C:11]([C:26]2[CH:36]=[CH:35][C:29]([C:30]([N:32]([CH3:34])[CH3:33])=[O:31])=[CH:28][CH:27]=2)=[N:12][C:13]=1[C:14]1[O:15][C:16]([C:19]2[CH:24]=[CH:23][CH:22]=[CH:21][C:20]=2[OH:25])=[N:17][N:18]=1.Br[CH2:38][CH3:39].O. (5) Given the product [Cl:1][C:2]1[CH:3]=[C:4]([NH:10][C:11]2[N:12]=[CH:13][C:14]([CH:17]3[CH2:22][CH2:21][N:20]([CH:25]4[CH2:26][O:23][CH2:24]4)[CH2:19][CH2:18]3)=[CH:15][CH:16]=2)[C:5](=[O:9])[N:6]([CH3:8])[N:7]=1, predict the reactants needed to synthesize it. The reactants are: [Cl:1][C:2]1[CH:3]=[C:4]([NH:10][C:11]2[CH:16]=[CH:15][C:14]([CH:17]3[CH2:22][CH2:21][NH:20][CH2:19][CH2:18]3)=[CH:13][N:12]=2)[C:5](=[O:9])[N:6]([CH3:8])[N:7]=1.[O:23]1[CH2:26][C:25](=O)[CH2:24]1.C(O)(=O)C.C(O[BH-](OC(=O)C)OC(=O)C)(=O)C.[Na+]. (6) Given the product [Cl:19][C:18]1[C:13]([N:20]2[CH2:25][CH2:24][NH:23][CH2:22][CH2:21]2)=[N:14][CH:15]=[CH:16][CH:17]=1, predict the reactants needed to synthesize it. The reactants are: C[Si](C)(C)C1C=C(C=CC=1)N.Cl[C:13]1[C:18]([Cl:19])=[CH:17][CH:16]=[CH:15][N:14]=1.[NH:20]1[CH2:25][CH2:24][NH:23][CH2:22][CH2:21]1. (7) Given the product [CH2:43]1[C:42]2([CH2:46][CH2:47][CH2:48][N:41]2[CH2:40][C:39]2[CH:38]=[C:37]3[C:32](=[N:31][C:30]=2[CH:29]([O:28][CH3:27])[O:49][CH3:50])[N:33]([C:6]([NH:13][C:14]2[CH:21]=[C:20]([NH:22][CH2:23][CH2:24][O:25][CH3:26])[C:17]([C:18]#[N:19])=[CH:16][N:15]=2)=[O:7])[CH2:34][CH2:35][CH2:36]3)[CH2:45][O:44]1, predict the reactants needed to synthesize it. The reactants are: N1([C:6](N2C=NC=N2)=[O:7])C=NC=N1.[NH2:13][C:14]1[CH:21]=[C:20]([NH:22][CH2:23][CH2:24][O:25][CH3:26])[C:17]([C:18]#[N:19])=[CH:16][N:15]=1.[CH3:27][O:28][CH:29]([O:49][CH3:50])[C:30]1[C:39]([CH2:40][N:41]2[CH2:48][CH2:47][CH2:46][C:42]32[CH2:45][O:44][CH2:43]3)=[CH:38][C:37]2[CH2:36][CH2:35][CH2:34][NH:33][C:32]=2[N:31]=1. (8) Given the product [F:22][C:23]1[CH:24]=[CH:25][C:26]([N:29]2[C:37]3[CH2:36][CH2:35][CH2:34][N:33]([C:12](=[O:14])[C@@H:11]([N:3]4[CH:4]=[C:5]([C:7]([F:8])([F:9])[F:10])[N:6]=[C:2]4[CH3:1])[CH3:15])[C:32]=3[CH:31]=[N:30]2)=[CH:27][CH:28]=1, predict the reactants needed to synthesize it. The reactants are: [CH3:1][C:2]1[N:3]([C@@H:11]([CH3:15])[C:12]([OH:14])=O)[CH:4]=[C:5]([C:7]([F:10])([F:9])[F:8])[N:6]=1.C(Cl)(=O)C(Cl)=O.[F:22][C:23]1[CH:28]=[CH:27][C:26]([N:29]2[C:37]3[CH2:36][CH2:35][CH2:34][NH:33][C:32]=3[CH:31]=[N:30]2)=[CH:25][CH:24]=1.CCN(CC)CC. (9) Given the product [CH3:1][N:2]1[CH2:3][CH2:4][N:5]([C:8]2[CH:13]=[N:12][C:11]([C:14]3[CH:15]=[C:16]([CH2:17][OH:18])[CH:21]=[CH:22][CH:23]=3)=[N:10][CH:9]=2)[CH2:6][CH2:7]1, predict the reactants needed to synthesize it. The reactants are: [CH3:1][N:2]1[CH2:7][CH2:6][N:5]([C:8]2[CH:9]=[N:10][C:11]([C:14]3[CH:15]=[C:16]([CH:21]=[CH:22][CH:23]=3)[C:17](OC)=[O:18])=[N:12][CH:13]=2)[CH2:4][CH2:3]1.[H-].C([Al+]CC(C)C)C(C)C.S([O-])([O-])(=O)=O.[Na+].[Na+].ClCCl. (10) Given the product [NH2:10][CH:9]([CH2:14][C:15]1[CH:16]=[CH:17][C:18]([C:21]([F:24])([F:22])[F:23])=[CH:19][CH:20]=1)[CH:8]([C:4]1[CH:5]=[CH:6][CH:7]=[C:2]([F:1])[CH:3]=1)[OH:12], predict the reactants needed to synthesize it. The reactants are: [F:1][C:2]1[CH:3]=[C:4]([CH:8]2[O:12]C(=O)[NH:10][CH:9]2[CH2:14][C:15]2[CH:20]=[CH:19][C:18]([C:21]([F:24])([F:23])[F:22])=[CH:17][CH:16]=2)[CH:5]=[CH:6][CH:7]=1.[OH-].[Na+].